Dataset: Forward reaction prediction with 1.9M reactions from USPTO patents (1976-2016). Task: Predict the product of the given reaction. (1) Given the reactants B(Br)(Br)Br.[CH:5]1([C:8]2[CH:9]=[CH:10][C:11]([O:22]C)=[C:12]([C:14]([C:16]3[CH:21]=[CH:20][CH:19]=[CH:18][CH:17]=3)=[O:15])[CH:13]=2)[CH2:7][CH2:6]1, predict the reaction product. The product is: [CH:5]1([C:8]2[CH:9]=[CH:10][C:11]([OH:22])=[C:12]([C:14]([C:16]3[CH:21]=[CH:20][CH:19]=[CH:18][CH:17]=3)=[O:15])[CH:13]=2)[CH2:6][CH2:7]1. (2) Given the reactants [C:1]1([CH:7]([C:19]2[CH:24]=[CH:23][CH:22]=[CH:21][CH:20]=2)[CH2:8][N:9](C2C=CC=CC=2)[C:10](=[O:12])[O-])[CH:6]=[CH:5][CH:4]=[CH:3][CH:2]=1.[CH2:25]([NH:28][C:29]1[N:34]=[C:33]([NH:35][CH2:36][CH:37]=[CH2:38])[N:32]=[C:31]([N:39]2[CH2:44][CH2:43][NH:42][CH2:41][CH2:40]2)[N:30]=1)[CH:26]=[CH2:27].C1CCN2C(=NCCC2)CC1.C(OCC)(=O)C, predict the reaction product. The product is: [C:19]1([CH:7]([C:1]2[CH:2]=[CH:3][CH:4]=[CH:5][CH:6]=2)[CH2:8][NH:9][C:10]([N:42]2[CH2:41][CH2:40][N:39]([C:31]3[N:30]=[C:29]([NH:28][CH2:25][CH:26]=[CH2:27])[N:34]=[C:33]([NH:35][CH2:36][CH:37]=[CH2:38])[N:32]=3)[CH2:44][CH2:43]2)=[O:12])[CH:20]=[CH:21][CH:22]=[CH:23][CH:24]=1. (3) Given the reactants [NH2:1][C:2]([NH:4][C:5]1[CH:6]=[C:7]([C:11]([O:13][CH3:14])=[S:12])[S:8][C:9]=1[CH3:10])=[S:3].Br[CH:16](C)[C:17]([C:19]1[CH:24]=[CH:23][CH:22]=[CH:21][CH:20]=1)=O.[CH3:26]N(C=O)C, predict the reaction product. The product is: [CH3:14][O:13][C:11]([C:7]1[S:8][C:9]([CH3:10])=[C:5]([NH:4][C:2]2[S:3][CH:16]=[C:17]([C:19]3[CH:20]=[C:21]([CH3:26])[CH:22]=[CH:23][CH:24]=3)[N:1]=2)[CH:6]=1)=[S:12]. (4) Given the reactants [OH:1][C:2]1[CH:11]=[C:10]2[C:5]([CH2:6][C@@H:7]([C:33](=[O:45])[NH:34][C@H:35]3[C:44]4[C:39](=[CH:40][CH:41]=[CH:42][CH:43]=4)[CH2:38][CH2:37][CH2:36]3)[N:8]([C:12](=[O:32])[C@@H:13]([NH:18][C:19](=[O:31])[C@@H:20]([N:22]([CH3:30])[C:23](=[O:29])[O:24][C:25]([CH3:28])([CH3:27])[CH3:26])[CH3:21])[C:14]([CH3:17])([CH3:16])[CH3:15])[CH2:9]2)=[CH:4][CH:3]=1.[C:46](Cl)(=[O:56])[C:47]1[CH:55]=[CH:54][C:50]([C:51](Cl)=[O:52])=[CH:49][CH:48]=1.CCN(C(C)C)C(C)C.[NH2:67][C@@H:68]1[CH2:72][N:71]([C:73](=[O:93])[C@@H:74]([NH:79][C:80](=[O:92])[C@@H:81]([N:83]([CH3:91])[C:84](=[O:90])[O:85][C:86]([CH3:89])([CH3:88])[CH3:87])[CH3:82])[C:75]([CH3:78])([CH3:77])[CH3:76])[C@H:70]([C:94](=[O:106])[NH:95][C@H:96]2[C:105]3[C:100](=[CH:101][CH:102]=[CH:103][CH:104]=3)[CH2:99][CH2:98][CH2:97]2)[CH2:69]1, predict the reaction product. The product is: [C:86]([O:85][C:84]([N:83]([CH3:91])[C@@H:81]([CH3:82])[C:80]([NH:79][C@@H:74]([C:75]([CH3:78])([CH3:77])[CH3:76])[C:73]([N:71]1[C@H:70]([C:94](=[O:106])[NH:95][C@H:96]2[C:105]3[C:100](=[CH:101][CH:102]=[CH:103][CH:104]=3)[CH2:99][CH2:98][CH2:97]2)[CH2:69][C@H:68]([NH:67][C:46]([C:47]2[CH:55]=[CH:54][C:50]([C:51]([O:1][C:2]3[CH:11]=[C:10]4[C:5]([CH2:6][C@@H:7]([C:33](=[O:45])[NH:34][C@H:35]5[C:44]6[C:39](=[CH:40][CH:41]=[CH:42][CH:43]=6)[CH2:38][CH2:37][CH2:36]5)[N:8]([C:12](=[O:32])[C@@H:13]([NH:18][C:19](=[O:31])[C@@H:20]([N:22]([C:23]([O:24][C:25]([CH3:27])([CH3:28])[CH3:26])=[O:29])[CH3:30])[CH3:21])[C:14]([CH3:15])([CH3:16])[CH3:17])[CH2:9]4)=[CH:4][CH:3]=3)=[O:52])=[CH:49][CH:48]=2)=[O:56])[CH2:72]1)=[O:93])=[O:92])=[O:90])([CH3:89])([CH3:88])[CH3:87]. (5) Given the reactants [Cl:1][C:2]1[N:7]=[C:6]([NH:8]C(=O)C(C)(C)C)[CH:5]=[C:4]([CH3:15])[CH:3]=1.[OH-].[Na+], predict the reaction product. The product is: [Cl:1][C:2]1[N:7]=[C:6]([NH2:8])[CH:5]=[C:4]([CH3:15])[CH:3]=1.